The task is: Predict the reactants needed to synthesize the given product.. This data is from Full USPTO retrosynthesis dataset with 1.9M reactions from patents (1976-2016). (1) Given the product [CH:3]([O:6][C:7]1[C:8]([CH3:17])=[N:9][CH:10]=[C:11]([CH:16]=1)[C:12]([OH:14])=[S:13])([CH3:5])[CH3:4], predict the reactants needed to synthesize it. The reactants are: [OH-].[K+].[CH:3]([O:6][C:7]1[C:8]([CH3:17])=[N:9][CH:10]=[C:11]([CH:16]=1)[C:12]([O:14]C)=[S:13])([CH3:5])[CH3:4]. (2) Given the product [Br:1][C:41]([C:39](=[O:40])[C:35]1[CH:36]=[CH:37][S:38][CH:34]=1)([CH3:43])[CH3:42], predict the reactants needed to synthesize it. The reactants are: [Br-:1].[Br-].[Br-].C1([N+](C)(C)C)C=CC=CC=1.C1([N+](C)(C)C)C=CC=CC=1.C1([N+](C)(C)C)C=CC=CC=1.[CH:34]1[S:38][CH:37]=[CH:36][C:35]=1[C:39]([CH:41]([CH3:43])[CH3:42])=[O:40]. (3) Given the product [ClH:58].[OH:8][C@@H:7]1[CH2:6][N:5]([CH2:9][CH2:10][N:11]2[C:20]3[C:15](=[CH:16][CH:17]=[C:18]([O:21][CH3:22])[CH:19]=3)[CH:14]=[CH:13][C:12]2=[O:23])[CH2:4][C@@H:3]1[CH2:2][NH:1][CH2:35][C:33]1[CH:32]=[CH:31][C:28]2[O:29][CH2:30][C:25](=[O:24])[NH:26][C:27]=2[N:34]=1, predict the reactants needed to synthesize it. The reactants are: [NH2:1][CH2:2][C@@H:3]1[C@H:7]([OH:8])[CH2:6][N:5]([CH2:9][CH2:10][N:11]2[C:20]3[C:15](=[CH:16][CH:17]=[C:18]([O:21][CH3:22])[CH:19]=3)[CH:14]=[CH:13][C:12]2=[O:23])[CH2:4]1.[O:24]=[C:25]1[CH2:30][O:29][C:28]2[CH:31]=[CH:32][C:33]([CH:35]=O)=[N:34][C:27]=2[NH:26]1.C(=O)([O-])[O-].[Na+].[Na+].C(O[BH-](OC(=O)C)OC(=O)C)(=O)C.[Na+].C(Cl)[Cl:58].